Predict the product of the given reaction. From a dataset of Forward reaction prediction with 1.9M reactions from USPTO patents (1976-2016). (1) Given the reactants [Cl:1][C:2]1[CH:7]=[CH:6][C:5]([S:8]([NH:11][CH:12]([C:20]2O[C:22]([CH3:25])=[N:23][N:24]=2)[CH2:13][C:14]2[CH:19]=[CH:18][CH:17]=[CH:16][CH:15]=2)(=[O:10])=[O:9])=[CH:4][CH:3]=1.[CH3:26][NH2:27], predict the reaction product. The product is: [Cl:1][C:2]1[CH:7]=[CH:6][C:5]([S:8]([NH:11][CH:12]([C:20]2[N:27]([CH3:26])[C:22]([CH3:25])=[N:23][N:24]=2)[CH2:13][C:14]2[CH:19]=[CH:18][CH:17]=[CH:16][CH:15]=2)(=[O:10])=[O:9])=[CH:4][CH:3]=1. (2) Given the reactants Cl.[Cl:2][C:3]1[CH:8]=[CH:7][N:6]=[C:5]([C:9]2[CH:14]=[CH:13][CH:12]=[C:11]([Cl:15])[CH:10]=2)[CH:4]=1.[NH2:16][C:17]1[CH:22]=[CH:21][C:20]([CH2:23][CH2:24][OH:25])=[CH:19][CH:18]=1, predict the reaction product. The product is: [ClH:2].[Cl:15][C:11]1[CH:10]=[C:9]([C:5]2[CH:4]=[C:3]([NH:16][C:17]3[CH:22]=[CH:21][C:20]([CH2:23][CH2:24][OH:25])=[CH:19][CH:18]=3)[CH:8]=[CH:7][N:6]=2)[CH:14]=[CH:13][CH:12]=1. (3) Given the reactants [OH:1][C:2]1[CH:3]=[C:4]([P:8](=[O:21])([C:15]2[CH:20]=[CH:19][CH:18]=[CH:17][CH:16]=2)[C:9]2[CH:14]=[CH:13][CH:12]=[CH:11][CH:10]=2)[CH:5]=[CH:6][CH:7]=1.[H-].[Li+:23], predict the reaction product. The product is: [C:9]1([P:8]([C:4]2[CH:3]=[C:2]([O-:1])[CH:7]=[CH:6][CH:5]=2)([C:15]2[CH:20]=[CH:19][CH:18]=[CH:17][CH:16]=2)=[O:21])[CH:14]=[CH:13][CH:12]=[CH:11][CH:10]=1.[Li+:23]. (4) Given the reactants [C:1]([O:5][C:6](=[O:25])[NH:7][C:8]1[O:9][CH2:10][C:11]([F:24])([F:23])[C@:12]([C:15]2[C:20]([F:21])=[CH:19][CH:18]=[C:17](Br)[N:16]=2)([CH3:14])[N:13]=1)([CH3:4])([CH3:3])[CH3:2].[C:26]([C:28]1[CH:29]=[C:30]([CH3:37])[C:31]([C:34]([NH2:36])=[O:35])=[N:32][CH:33]=1)#[N:27].CC1(C)C2C(=C(P(C3C=CC=CC=3)C3C=CC=CC=3)C=CC=2)OC2C(P(C3C=CC=CC=3)C3C=CC=CC=3)=CC=CC1=2.C(=O)([O-])[O-].[Cs+].[Cs+], predict the reaction product. The product is: [C:1]([O:5][C:6](=[O:25])[NH:7][C:8]1[O:9][CH2:10][C:11]([F:24])([F:23])[C@:12]([C:15]2[C:20]([F:21])=[CH:19][CH:18]=[C:17]([NH:36][C:34]([C:31]3[C:30]([CH3:37])=[CH:29][C:28]([C:26]#[N:27])=[CH:33][N:32]=3)=[O:35])[N:16]=2)([CH3:14])[N:13]=1)([CH3:4])([CH3:3])[CH3:2]. (5) Given the reactants [Br:1][C:2]1[CH:3]=[C:4]2[C:9](=[CH:10][CH:11]=1)[CH:8]=[C:7]([OH:12])[CH:6]=[CH:5]2.S(Cl)([Cl:16])(=O)=O.O, predict the reaction product. The product is: [Br:1][C:2]1[CH:3]=[C:4]2[C:9](=[CH:10][CH:11]=1)[C:8]([Cl:16])=[C:7]([OH:12])[CH:6]=[CH:5]2. (6) Given the reactants [H-].[Al+3].[Li+].[H-].[H-].[H-].[CH2:7]([O:14][C@@H:15]1[CH2:18][C@H:17]([NH:19][C:20](=[O:26])[O:21][C:22]([CH3:25])([CH3:24])[CH3:23])[CH2:16]1)[C:8]1[CH:13]=[CH:12][CH:11]=[CH:10][CH:9]=1.[OH-].[Na+].[C:29](OC(OC(C)(C)C)=O)(OC(C)(C)C)=O, predict the reaction product. The product is: [CH2:7]([O:14][C@@H:15]1[CH2:16][C@H:17]([N:19]([CH3:29])[C:20](=[O:26])[O:21][C:22]([CH3:23])([CH3:25])[CH3:24])[CH2:18]1)[C:8]1[CH:13]=[CH:12][CH:11]=[CH:10][CH:9]=1.